Dataset: Reaction yield outcomes from USPTO patents with 853,638 reactions. Task: Predict the reaction yield, written as a fraction of the theoretical maximum amount of product (1.0 means a 100% yield; for example, 0.34 means a 34% yield). (1) The reactants are CC(O)(C)C.[K].[Br:7][C:8]1[CH:13]=[CH:12][C:11]([NH:14][C:15](=[O:17])[CH3:16])=[C:10]([C:18]([C:20]2[CH:21]=[N:22][CH:23]=[CH:24][CH:25]=2)=O)[CH:9]=1. The catalyst is COCCOC. The product is [Br:7][C:8]1[CH:9]=[C:10]2[C:11](=[CH:12][CH:13]=1)[NH:14][C:15](=[O:17])[CH:16]=[C:18]2[C:20]1[CH:21]=[N:22][CH:23]=[CH:24][CH:25]=1. The yield is 0.890. (2) The product is [Br:1][CH2:2][CH2:3][CH2:4][C:5]([O:15][CH2:8][C:9]1[CH:14]=[CH:13][CH:12]=[CH:11][CH:10]=1)=[O:6]. The reactants are [Br:1][CH2:2][CH2:3][CH2:4][C:5](Cl)=[O:6].[CH2:8]([OH:15])[C:9]1[CH:14]=[CH:13][CH:12]=[CH:11][CH:10]=1.C(=O)([O-])[O-].[K+].[K+].O. The catalyst is ClCCl. The yield is 0.830. (3) The reactants are [N:1]1[CH:6]=[CH:5][CH:4]=[C:3](B(O)O)[CH:2]=1.[NH2:10][C:11]1[N:12]=[C:13]([N:22]2[CH2:27][CH2:26][N:25]([C:28](=[O:38])[CH2:29][O:30][C:31]3[CH:36]=[CH:35][C:34]([Cl:37])=[CH:33][CH:32]=3)[CH2:24][CH2:23]2)[C:14]2[N:20]=[C:19](Cl)[CH:18]=[CH:17][C:15]=2[N:16]=1. No catalyst specified. The product is [NH2:10][C:11]1[N:12]=[C:13]([N:22]2[CH2:27][CH2:26][N:25]([C:28](=[O:38])[CH2:29][O:30][C:31]3[CH:32]=[CH:33][C:34]([Cl:37])=[CH:35][CH:36]=3)[CH2:24][CH2:23]2)[C:14]2[N:20]=[C:19]([C:3]3[CH:2]=[N:1][CH:6]=[CH:5][CH:4]=3)[CH:18]=[CH:17][C:15]=2[N:16]=1. The yield is 1.00.